From a dataset of Catalyst prediction with 721,799 reactions and 888 catalyst types from USPTO. Predict which catalyst facilitates the given reaction. (1) Reactant: [OH:1][CH2:2][CH2:3][NH:4][CH2:5][CH:6]1[CH2:11][C:10]2[CH:12]=[CH:13][C:14]([C:16]([F:19])([F:18])[F:17])=[CH:15][C:9]=2[S:8](=[O:21])(=[O:20])[NH:7]1.C(=O)([O-])[O-].[Na+].[Na+].Cl[C:29]([O:31][CH2:32][C:33]1[CH:38]=[CH:37][CH:36]=[CH:35][CH:34]=1)=[O:30].C(OCC)(=O)C. Product: [O:21]=[S:8]1(=[O:20])[C:9]2[CH:15]=[C:14]([C:16]([F:18])([F:17])[F:19])[CH:13]=[CH:12][C:10]=2[CH2:11][CH:6]([CH2:5][N:4]([CH2:3][CH2:2][OH:1])[C:29](=[O:30])[O:31][CH2:32][C:33]2[CH:38]=[CH:37][CH:36]=[CH:35][CH:34]=2)[NH:7]1. The catalyst class is: 7. (2) Reactant: N1CCCCC1.[CH3:7][O:8][C:9]1[CH:10]=[C:11]([CH:14]=[CH:15][C:16]=1[O:17][CH3:18])[CH:12]=O.C([CH2:22][C:23]([NH:25][C:26]1[C:27]([C:36]([OH:38])=[O:37])=[CH:28][C:29]2[C:34]([CH:35]=1)=[CH:33][CH:32]=[CH:31][CH:30]=2)=[O:24])(O)=O.Cl. Product: [CH3:7][O:8][C:9]1[CH:10]=[C:11](/[CH:12]=[CH:22]/[C:23]([NH:25][C:26]2[C:27]([C:36]([OH:38])=[O:37])=[CH:28][C:29]3[C:34]([CH:35]=2)=[CH:33][CH:32]=[CH:31][CH:30]=3)=[O:24])[CH:14]=[CH:15][C:16]=1[O:17][CH3:18]. The catalyst class is: 11. (3) Reactant: [OH:1][CH:2]1[CH2:11][C:10]2[C:5](=[CH:6][CH:7]=[C:8]([C:12]3[CH:13]=[N:14][N:15]([CH3:17])[CH:16]=3)[CH:9]=2)[N:4]([C:18]2[C:22]3[CH2:23][N:24]([C:27](=[O:29])[CH3:28])[CH2:25][CH2:26][C:21]=3[N:20]([C@H:30]3[CH2:34][CH2:33][O:32][CH2:31]3)[N:19]=2)[CH2:3]1.[H-].[Na+].I[CH3:38]. Product: [CH3:38][O:1][CH:2]1[CH2:11][C:10]2[C:5](=[CH:6][CH:7]=[C:8]([C:12]3[CH:13]=[N:14][N:15]([CH3:17])[CH:16]=3)[CH:9]=2)[N:4]([C:18]2[C:22]3[CH2:23][N:24]([C:27](=[O:29])[CH3:28])[CH2:25][CH2:26][C:21]=3[N:20]([C@H:30]3[CH2:34][CH2:33][O:32][CH2:31]3)[N:19]=2)[CH2:3]1. The catalyst class is: 1.